This data is from NCI-60 drug combinations with 297,098 pairs across 59 cell lines. The task is: Regression. Given two drug SMILES strings and cell line genomic features, predict the synergy score measuring deviation from expected non-interaction effect. (1) Drug 1: C1CC(=O)NC(=O)C1N2CC3=C(C2=O)C=CC=C3N. Drug 2: CCC1=C2CN3C(=CC4=C(C3=O)COC(=O)C4(CC)O)C2=NC5=C1C=C(C=C5)O. Cell line: SK-OV-3. Synergy scores: CSS=11.2, Synergy_ZIP=-1.40, Synergy_Bliss=-2.47, Synergy_Loewe=-1.59, Synergy_HSA=-1.24. (2) Drug 1: CC(C1=C(C=CC(=C1Cl)F)Cl)OC2=C(N=CC(=C2)C3=CN(N=C3)C4CCNCC4)N. Drug 2: CC(C)NC(=O)C1=CC=C(C=C1)CNNC.Cl. Cell line: PC-3. Synergy scores: CSS=2.37, Synergy_ZIP=-1.08, Synergy_Bliss=-0.232, Synergy_Loewe=-11.4, Synergy_HSA=-3.36. (3) Drug 1: CN(C(=O)NC(C=O)C(C(C(CO)O)O)O)N=O. Drug 2: CC12CCC3C(C1CCC2OP(=O)(O)O)CCC4=C3C=CC(=C4)OC(=O)N(CCCl)CCCl.[Na+]. Cell line: COLO 205. Synergy scores: CSS=7.80, Synergy_ZIP=-2.98, Synergy_Bliss=-4.76, Synergy_Loewe=-1.91, Synergy_HSA=-5.45. (4) Drug 1: CC1CCCC2(C(O2)CC(NC(=O)CC(C(C(=O)C(C1O)C)(C)C)O)C(=CC3=CSC(=N3)C)C)C. Drug 2: CC1C(C(CC(O1)OC2CC(CC3=C2C(=C4C(=C3O)C(=O)C5=C(C4=O)C(=CC=C5)OC)O)(C(=O)CO)O)N)O.Cl. Cell line: UACC-257. Synergy scores: CSS=44.5, Synergy_ZIP=-0.576, Synergy_Bliss=-0.306, Synergy_Loewe=2.21, Synergy_HSA=2.25. (5) Synergy scores: CSS=60.4, Synergy_ZIP=0.795, Synergy_Bliss=1.14, Synergy_Loewe=0.465, Synergy_HSA=3.98. Drug 2: CC1=C2C(C(=O)C3(C(CC4C(C3C(C(C2(C)C)(CC1OC(=O)C(C(C5=CC=CC=C5)NC(=O)C6=CC=CC=C6)O)O)OC(=O)C7=CC=CC=C7)(CO4)OC(=O)C)O)C)OC(=O)C. Cell line: K-562. Drug 1: C1C(C(OC1N2C=NC3=C(N=C(N=C32)Cl)N)CO)O.